This data is from Peptide-MHC class I binding affinity with 185,985 pairs from IEDB/IMGT. The task is: Regression. Given a peptide amino acid sequence and an MHC pseudo amino acid sequence, predict their binding affinity value. This is MHC class I binding data. (1) The peptide sequence is HHHRNVFKYL. The MHC is Mamu-B17 with pseudo-sequence Mamu-B17. The binding affinity (normalized) is 0.0216. (2) The peptide sequence is YSFSRAYTL. The MHC is HLA-C08:02 with pseudo-sequence HLA-C08:02. The binding affinity (normalized) is 0.0847. (3) The peptide sequence is IFRRDQIWF. The MHC is HLA-A24:03 with pseudo-sequence HLA-A24:03. The binding affinity (normalized) is 0.851. (4) The peptide sequence is EIRHRSGIQ. The binding affinity (normalized) is 0.0847. The MHC is HLA-A01:01 with pseudo-sequence HLA-A01:01.